Dataset: Orexin1 receptor HTS with 218,158 compounds and 233 confirmed actives. Task: Binary Classification. Given a drug SMILES string, predict its activity (active/inactive) in a high-throughput screening assay against a specified biological target. (1) The molecule is S(=O)(=O)(N)c1cc2[nH]c(SCc3ccc(cc3)C(OC)=O)nc2cc1. The result is 0 (inactive). (2) The drug is s1c2c(nc1SCC(=O)NC(=O)c1n(ccc1)C)cccc2. The result is 0 (inactive). (3) The drug is O(C(=O)C1CN(CCC1)Cc1c(nn(c1)C)c1cc2OCCOc2cc1)CC. The result is 0 (inactive). (4) The compound is S(c1nc(N)c(c(c1C#N)c1occc1)C#N)CC(OC(C)C)=O. The result is 0 (inactive). (5) The compound is s1c(C(=O)NC(c2n3CCCCCc3nn2)Cc2c3c([nH]c2)cccc3)ccc1. The result is 0 (inactive). (6) The molecule is Clc1ccc(SCc2noc(c2C(=O)NCC=C)C(=O)NCC=C)cc1. The result is 0 (inactive). (7) The molecule is O=c1n(n(c(c1NC(=O)c1[nH]c(c(c1C)C(=O)C)C)C)C)c1ccccc1. The result is 0 (inactive). (8) The drug is S(=O)(=O)(N1CCN(CC1)CC(=O)NC1CCCCC1)C. The result is 0 (inactive). (9) The drug is O=C(N\N=C\C1CCC=CC1)c1c(O)cccc1. The result is 0 (inactive).